From a dataset of Forward reaction prediction with 1.9M reactions from USPTO patents (1976-2016). Predict the product of the given reaction. The product is: [F:1][C:2]1[CH:3]=[C:4]2[C:8](=[CH:9][CH:10]=1)[N:7]([CH2:11][C:12]([O:14][CH3:15])=[O:13])[C:6]([CH3:16])=[C:5]2[CH2:17][C:18]1[CH:23]=[CH:22][C:21](=[O:24])[NH:20][CH:19]=1. Given the reactants [F:1][C:2]1[CH:3]=[C:4]2[C:8](=[CH:9][CH:10]=1)[N:7]([CH2:11][C:12]([O:14][CH3:15])=[O:13])[C:6]([CH3:16])=[C:5]2[CH2:17][C:18]1[CH:19]=[N:20][C:21]([O:24]C)=[CH:22][CH:23]=1.O=C1NC=C(C=O)C=C1.C([SiH](CC)CC)C.FC(F)(F)C(O)=O, predict the reaction product.